This data is from Forward reaction prediction with 1.9M reactions from USPTO patents (1976-2016). The task is: Predict the product of the given reaction. (1) Given the reactants [OH:1][C:2]1[C:9]([CH3:10])=[CH:8][C:5]([C:6]#[N:7])=[CH:4][C:3]=1[CH3:11].[H-].[Na+].[CH2:14](Br)[C:15]1[CH:20]=[CH:19][CH:18]=[CH:17][CH:16]=1, predict the reaction product. The product is: [CH2:14]([O:1][C:2]1[C:3]([CH3:11])=[CH:4][C:5]([C:6]#[N:7])=[CH:8][C:9]=1[CH3:10])[C:15]1[CH:20]=[CH:19][CH:18]=[CH:17][CH:16]=1. (2) Given the reactants [NH2:1][C:2]1[CH:32]=[CH:31][C:5]([CH2:6][CH2:7][N:8]2[C:13]3[N:14]=[C:15]([NH:18][CH3:19])[N:16]=[CH:17][C:12]=3[CH:11]=[C:10]([C:20]3[CH:25]=[C:24]([O:26][CH3:27])[CH:23]=[C:22]([O:28][CH3:29])[CH:21]=3)[C:9]2=[O:30])=[CH:4][CH:3]=1.[C:33](O)(=[O:36])[CH:34]=[CH2:35].CN(C(ON1N=NC2C=CC=CC1=2)=[N+](C)C)C.F[P-](F)(F)(F)(F)F.CCN(C(C)C)C(C)C, predict the reaction product. The product is: [CH3:27][O:26][C:24]1[CH:25]=[C:20]([C:10]2[C:9](=[O:30])[N:8]([CH2:7][CH2:6][C:5]3[CH:31]=[CH:32][C:2]([NH:1][C:33](=[O:36])[CH:34]=[CH2:35])=[CH:3][CH:4]=3)[C:13]3[N:14]=[C:15]([NH:18][CH3:19])[N:16]=[CH:17][C:12]=3[CH:11]=2)[CH:21]=[C:22]([O:28][CH3:29])[CH:23]=1. (3) The product is: [Br:15][C:5]1[C:4]([CH3:9])=[N:3][N:2]([CH3:1])[C:6]=1[CH2:7][OH:8]. Given the reactants [CH3:1][N:2]1[C:6]([CH2:7][OH:8])=[CH:5][C:4]([CH3:9])=[N:3]1.C(=O)(O)[O-].[Na+].[Br:15]Br, predict the reaction product. (4) Given the reactants [F:1][C:2]1[C:14]([NH:15][CH2:16][C:17]2[CH:22]=[C:21]([O:23]C)[CH:20]=[C:19]([C:25]3[CH:30]=[CH:29][CH:28]=[C:27]([F:31])[CH:26]=3)[CH:18]=2)=[C:13]([F:32])[CH:12]=[CH:11][C:3]=1[O:4][CH2:5][C:6]([O:8][CH2:9][CH3:10])=[O:7].[Al+3].[Cl-].[Cl-].[Cl-].C(S)C.O, predict the reaction product. The product is: [F:1][C:2]1[C:14]([NH:15][CH2:16][C:17]2[CH:22]=[C:21]([OH:23])[CH:20]=[C:19]([C:25]3[CH:30]=[CH:29][CH:28]=[C:27]([F:31])[CH:26]=3)[CH:18]=2)=[C:13]([F:32])[CH:12]=[CH:11][C:3]=1[O:4][CH2:5][C:6]([O:8][CH2:9][CH3:10])=[O:7]. (5) Given the reactants [CH3:1][O:2][C:3]1[C:4]([N+:10]([O-:12])=[O:11])=[N:5][C:6]([CH3:9])=[CH:7][CH:8]=1.C1C(=O)N([Br:20])C(=O)C1.C(OOC(=O)C1C=CC=CC=1)(=O)C1C=CC=CC=1.[OH-].[Na+], predict the reaction product. The product is: [Br:20][CH2:9][C:6]1[N:5]=[C:4]([N+:10]([O-:12])=[O:11])[C:3]([O:2][CH3:1])=[CH:8][CH:7]=1. (6) Given the reactants [OH:1][C:2]([CH3:36])([CH3:35])[CH2:3][C@@:4]1([C:29]2[CH:34]=[CH:33][CH:32]=[CH:31][CH:30]=2)[O:10][C:9](=[O:11])[N:8]([C@H:12]([C:14]2[CH:19]=[CH:18][C:17](B3OC(C)(C)C(C)(C)O3)=[CH:16][CH:15]=2)[CH3:13])[CH2:7][CH2:6][CH2:5]1.I[C:38]1[CH:43]=[CH:42][N:41]([CH3:44])[C:40](=[O:45])[CH:39]=1, predict the reaction product. The product is: [OH:1][C:2]([CH3:35])([CH3:36])[CH2:3][C@@:4]1([C:29]2[CH:30]=[CH:31][CH:32]=[CH:33][CH:34]=2)[O:10][C:9](=[O:11])[N:8]([C@H:12]([C:14]2[CH:19]=[CH:18][C:17]([C:38]3[CH:43]=[CH:42][N:41]([CH3:44])[C:40](=[O:45])[CH:39]=3)=[CH:16][CH:15]=2)[CH3:13])[CH2:7][CH2:6][CH2:5]1.